Task: Predict the product of the given reaction.. Dataset: Forward reaction prediction with 1.9M reactions from USPTO patents (1976-2016) (1) Given the reactants Cl[C:2]1[N:7]=[C:6]([NH:8][C@@H:9]2[C@@H:14]3[CH2:15][C@@H:11]([CH:12]=[CH:13]3)[C@@H:10]2[C:16]([NH2:18])=[O:17])[C:5]([C:19]([F:22])([F:21])[F:20])=[CH:4][N:3]=1.[N:23]1([CH:29]2[CH2:35][CH2:34][C:33]3[CH:36]=[C:37]([NH2:40])[CH:38]=[CH:39][C:32]=3[CH2:31][CH2:30]2)[CH2:28][CH2:27][O:26][CH2:25][CH2:24]1, predict the reaction product. The product is: [N:23]1([CH:29]2[CH2:35][CH2:34][C:33]3[CH:36]=[C:37]([NH:40][C:2]4[N:7]=[C:6]([NH:8][C@@H:9]5[C@@H:14]6[CH2:15][C@@H:11]([CH:12]=[CH:13]6)[C@@H:10]5[C:16]([NH2:18])=[O:17])[C:5]([C:19]([F:22])([F:21])[F:20])=[CH:4][N:3]=4)[CH:38]=[CH:39][C:32]=3[CH2:31][CH2:30]2)[CH2:28][CH2:27][O:26][CH2:25][CH2:24]1. (2) Given the reactants [Br:1][C:2]1[CH:3]=[CH:4][C:5](I)=[C:6](/[CH:8]=[N:9]/[C:10]([CH3:13])([CH3:12])C)[CH:7]=1.[C:15]([C:17]1[CH:22]=[CH:21]C(C#C)=[CH:19][CH:18]=1)#[N:16].C(NC(C)C)(C)C, predict the reaction product. The product is: [Br:1][C:2]1[CH:7]=[C:6]2[C:5]([CH:13]=[C:10]([C:12]3[CH:21]=[CH:22][C:17]([C:15]#[N:16])=[CH:18][CH:19]=3)[N:9]=[CH:8]2)=[CH:4][CH:3]=1.